This data is from Full USPTO retrosynthesis dataset with 1.9M reactions from patents (1976-2016). The task is: Predict the reactants needed to synthesize the given product. (1) The reactants are: [CH3:1][C:2]([CH3:6])=[CH:3][CH2:4][OH:5].[H-].[Na+].[CH2:9]([CH:11]1[O:13][CH2:12]1)Br. Given the product [CH3:1][C:2]([CH3:6])=[CH:3][CH2:4][O:5][CH2:9][CH:11]1[O:13][CH2:12]1, predict the reactants needed to synthesize it. (2) Given the product [F:20][C:21]1([F:25])[CH2:24][N:23]([C:16]([C:14]2[S:15][C:11]([C:3]3[C:2]([CH3:1])=[C:6]([C:7]([F:8])([F:9])[F:10])[O:5][N:4]=3)=[CH:12][CH:13]=2)=[O:18])[CH2:22]1, predict the reactants needed to synthesize it. The reactants are: [CH3:1][C:2]1[C:3]([C:11]2[S:15][C:14]([C:16]([OH:18])=O)=[CH:13][CH:12]=2)=[N:4][O:5][C:6]=1[C:7]([F:10])([F:9])[F:8].Cl.[F:20][C:21]1([F:25])[CH2:24][NH:23][CH2:22]1.C1COCC1.N1CCC1. (3) Given the product [Cl:13][C:14]([Cl:52])([Cl:51])[CH2:15][O:16][C:17]([C@@H:19]1[CH2:24][CH2:23][CH2:22][N:21]([C:25](=[O:50])[C@@H:26]([NH:42][C:43](=[O:44])[C@@H:70]([NH:69][C:67]([O:66][C:62]([CH3:65])([CH3:64])[CH3:63])=[O:68])[CH2:74][C:75]2[CH:76]=[CH:77][C:78]([O:81][CH3:82])=[CH:79][CH:80]=2)[CH2:27][C:28]2[CH:33]=[CH:32][CH:31]=[C:30]([O:34][Si:35]([C:38]([CH3:39])([CH3:41])[CH3:40])([CH3:37])[CH3:36])[CH:29]=2)[NH:20]1)=[O:18], predict the reactants needed to synthesize it. The reactants are: C[Si](OS(C(F)(F)F)(=O)=O)(C)C.[Cl:13][C:14]([Cl:52])([Cl:51])[CH2:15][O:16][C:17]([C@@H:19]1[CH2:24][CH2:23][CH2:22][N:21]([C:25](=[O:50])[C@@H:26]([NH:42][C:43](OC(C)(C)C)=[O:44])[CH2:27][C:28]2[CH:33]=[CH:32][CH:31]=[C:30]([O:34][Si:35]([C:38]([CH3:41])([CH3:40])[CH3:39])([CH3:37])[CH3:36])[CH:29]=2)[NH:20]1)=[O:18].C(N(CC)C(C)C)(C)C.[C:62]([O:66][C:67]([NH:69][C@@H:70]([CH2:74][C:75]1[CH:80]=[CH:79][C:78]([O:81][CH3:82])=[CH:77][CH:76]=1)C(O)=O)=[O:68])([CH3:65])([CH3:64])[CH3:63]. (4) Given the product [C:40]([C:34]1[N:33]=[CH:32][C:31]([C:11]2[N:10]([C:8]([N:5]3[CH2:4][CH2:3][CH:2]([NH:1][C:45]([NH:44][CH:47]4[CH2:51][CH2:50][S:49](=[O:53])(=[O:52])[CH2:48]4)=[O:46])[CH2:7][CH2:6]3)=[O:9])[C@@:14]([C:16]3[CH:21]=[CH:20][C:19]([Cl:22])=[CH:18][CH:17]=3)([CH3:15])[C@@:13]([C:24]3[CH:29]=[CH:28][C:27]([Cl:30])=[CH:26][CH:25]=3)([CH3:23])[N:12]=2)=[C:36]([O:37][CH2:38][CH3:39])[CH:35]=1)([CH3:42])([CH3:41])[CH3:43], predict the reactants needed to synthesize it. The reactants are: [NH2:1][CH:2]1[CH2:7][CH2:6][N:5]([C:8]([N:10]2[C@@:14]([C:16]3[CH:21]=[CH:20][C:19]([Cl:22])=[CH:18][CH:17]=3)([CH3:15])[C@@:13]([C:24]3[CH:29]=[CH:28][C:27]([Cl:30])=[CH:26][CH:25]=3)([CH3:23])[N:12]=[C:11]2[C:31]2[CH:32]=[N:33][C:34]([C:40]([CH3:43])([CH3:42])[CH3:41])=[CH:35][C:36]=2[O:37][CH2:38][CH3:39])=[O:9])[CH2:4][CH2:3]1.[N:44]([CH:47]1[CH2:51][CH2:50][S:49](=[O:53])(=[O:52])[CH2:48]1)=[C:45]=[O:46]. (5) Given the product [N:1]1([CH2:6][CH2:7][CH2:8][CH2:9][C:10]2[CH:11]=[CH:12][C:13]([O:14][CH2:15][C:16]3[N:17]=[C:18]([NH2:21])[S:19][CH:20]=3)=[CH:25][CH:26]=2)[CH:5]=[CH:4][N:3]=[N:2]1, predict the reactants needed to synthesize it. The reactants are: [N:1]1([CH2:6][CH2:7][CH2:8][CH2:9][C:10]2[CH:26]=[CH:25][C:13]([O:14][CH2:15][C:16]3[N:17]=[C:18]([NH:21]C(=O)C)[S:19][CH:20]=3)=[CH:12][CH:11]=2)[CH:5]=[CH:4][N:3]=[N:2]1.[OH-].[Li+]. (6) Given the product [Br:24][C:25]1[CH:26]=[C:27]([C:28]([C:2]2[CH:7]=[C:6]([O:8][CH3:9])[C:5]([O:10][CH3:11])=[CH:4][C:3]=2[NH:12][C:13](=[O:18])[C:14]([CH3:17])([CH3:16])[CH3:15])=[O:29])[CH:34]=[CH:35][CH:36]=1, predict the reactants needed to synthesize it. The reactants are: Br[C:2]1[CH:7]=[C:6]([O:8][CH3:9])[C:5]([O:10][CH3:11])=[CH:4][C:3]=1[NH:12][C:13](=[O:18])[C:14]([CH3:17])([CH3:16])[CH3:15].[Li]CCCC.[Br:24][C:25]1[CH:26]=[C:27]([CH:34]=[CH:35][CH:36]=1)[C:28](N(OC)C)=[O:29]. (7) Given the product [C:1]([C:3]1[CH:4]=[CH:5][C:6]([CH:9]2[C:14]([C:15]([O:17][CH3:18])=[O:16])=[C:13]([CH3:20])[N:12]([C:21]3[CH:26]=[CH:25][CH:24]=[C:23]([C:27]([F:30])([F:29])[F:28])[CH:22]=3)[C:11]([S:31][CH3:32])=[N:10]2)=[CH:7][CH:8]=1)#[N:2], predict the reactants needed to synthesize it. The reactants are: [C:1]([C:3]1[CH:8]=[CH:7][C:6]([CH:9]2[C:14]([C:15]([O:17][CH2:18]C)=[O:16])=[C:13]([CH3:20])[N:12]([C:21]3[CH:26]=[CH:25][CH:24]=[C:23]([C:27]([F:30])([F:29])[F:28])[CH:22]=3)[C:11]([S:31][CH3:32])=[N:10]2)=[CH:5][CH:4]=1)#[N:2].C[O-].[Na+].